Dataset: Choline transporter screen with 302,306 compounds. Task: Binary Classification. Given a drug SMILES string, predict its activity (active/inactive) in a high-throughput screening assay against a specified biological target. (1) The drug is Oc1ccc(CC2N(CCCCC3CCCCC3)C(=NC2)N)cc1. The result is 0 (inactive). (2) The compound is O1C(=C(Cc2c1cccc2)C=O)c1ccc(OC)cc1. The result is 0 (inactive).